Predict the reactants needed to synthesize the given product. From a dataset of Full USPTO retrosynthesis dataset with 1.9M reactions from patents (1976-2016). (1) Given the product [ClH:18].[CH3:1][O:2][C:3]([CH:5]1[CH2:9][CH:8]([O:10][CH3:11])[CH:7]([CH2:12][NH2:13])[CH2:6]1)=[O:4], predict the reactants needed to synthesize it. The reactants are: [CH3:1][O:2][C:3]([CH:5]1[CH2:9][CH:8]([O:10][CH3:11])[CH:7]([C:12]#[N:13])[CH2:6]1)=[O:4].C(O)C.C(Cl)(Cl)[Cl:18]. (2) Given the product [F:1][C:2]([F:13])([F:12])[O:3][C:4]1[CH:5]=[C:6]([CH:7]=[CH:21][C:22]([O:24][CH2:25][CH3:26])=[O:23])[CH:9]=[CH:10][CH:11]=1, predict the reactants needed to synthesize it. The reactants are: [F:1][C:2]([F:13])([F:12])[O:3][C:4]1[CH:5]=[C:6]([CH:9]=[CH:10][CH:11]=1)[CH:7]=O.C1(P(C2C=CC=CC=2)(C2C=CC=CC=2)=[CH:21][C:22]([O:24][CH2:25][CH3:26])=[O:23])C=CC=CC=1. (3) Given the product [Na:1].[CH3:35][C:18]1[C:19]([CH2:23][S:24]([C:26]2[NH:27][C:28]3[CH:34]=[CH:33][CH:32]=[CH:31][C:29]=3[N:30]=2)=[O:25])=[N:20][CH:21]=[CH:22][C:17]=1[O:16][CH2:15][CH2:47][C:48]1([CH3:53])[O:52][CH2:51][CH2:50][O:49]1, predict the reactants needed to synthesize it. The reactants are: [Na:1].C(C1(C[CH2:15][O:16][C:17]2[CH:22]=[CH:21][N:20]=[C:19]([CH2:23][S:24]([C:26]3[NH:30][C:29]4[CH:31]=[CH:32][CH:33]=[CH:34][C:28]=4[N:27]=3)=[O:25])[C:18]=2[CH3:35])OCC2(OCCO2)CO1)C.ClC1C=CC=C(C(OO)=O)C=1.[CH3:47][C:48]1([CH2:53]CO)[O:52][CH2:51][CH2:50][O:49]1.